This data is from Reaction yield outcomes from USPTO patents with 853,638 reactions. The task is: Predict the reaction yield, written as a fraction of the theoretical maximum amount of product (1.0 means a 100% yield; for example, 0.34 means a 34% yield). (1) The reactants are [CH:1]([C:4]1[CH:9]=[CH:8][C:7]([CH:10]2[C:14]3[C:15]([CH3:22])=[C:16]([NH2:21])[C:17]([CH3:20])=[C:18]([CH3:19])[C:13]=3[O:12][C:11]2([CH3:24])[CH3:23])=[CH:6][CH:5]=1)([CH3:3])[CH3:2].[CH3:25][O:26][C:27]1[CH:32]=[CH:31][C:30]([CH2:33][C:34](Cl)=[O:35])=[CH:29][CH:28]=1. The catalyst is CO. The product is [CH:1]([C:4]1[CH:9]=[CH:8][C:7]([CH:10]2[C:14]3[C:15]([CH3:22])=[C:16]([NH:21][C:34](=[O:35])[CH2:33][C:30]4[CH:31]=[CH:32][C:27]([O:26][CH3:25])=[CH:28][CH:29]=4)[C:17]([CH3:20])=[C:18]([CH3:19])[C:13]=3[O:12][C:11]2([CH3:24])[CH3:23])=[CH:6][CH:5]=1)([CH3:3])[CH3:2]. The yield is 0.740. (2) The reactants are [C:1]1([CH:7]([C:26]2[CH:31]=[CH:30][CH:29]=[CH:28][CH:27]=2)[N:8]2[CH2:11][C:10]([NH:18][CH2:19][C:20]3[CH:25]=[CH:24][CH:23]=[CH:22][CH:21]=3)([C:12]([NH:14][CH:15]([CH3:17])[CH3:16])=O)[CH2:9]2)[CH:6]=[CH:5][CH:4]=[CH:3][CH:2]=1.[H-].[Al+3].[Li+].[H-].[H-].[H-]. The catalyst is O1CCCC1. The product is [C:26]1([CH:7]([C:1]2[CH:2]=[CH:3][CH:4]=[CH:5][CH:6]=2)[N:8]2[CH2:11][C:10]([CH2:12][NH:14][CH:15]([CH3:17])[CH3:16])([NH:18][CH2:19][C:20]3[CH:21]=[CH:22][CH:23]=[CH:24][CH:25]=3)[CH2:9]2)[CH:31]=[CH:30][CH:29]=[CH:28][CH:27]=1. The yield is 0.900. (3) The reactants are [Li+].[OH-].[C:3]([O:7][C:8]([N:10]([CH3:50])[C@@H:11]([CH3:49])[C:12]([NH:14][C@H:15]1[C@H:21]([CH3:22])[O:20][C:19]2[CH:23]=[CH:24][CH:25]=[CH:26][C:18]=2[N:17]([CH2:27][C:28]2[C:36]3[C:31](=[CH:32][CH:33]=[CH:34][CH:35]=3)[N:30]([C:37]3[CH:45]=[CH:44][C:40]([C:41]([O-:43])=[O:42])=[CH:39][C:38]=3[C:46]#[N:47])[N:29]=2)[C:16]1=[O:48])=[O:13])=[O:9])([CH3:6])([CH3:5])[CH3:4].O.C(O)(=O)CC(CC(O)=O)(C(O)=O)O. The catalyst is C1COCC1. The product is [C:3]([O:7][C:8]([N:10]([CH3:50])[C@@H:11]([CH3:49])[C:12]([NH:14][C@H:15]1[C@H:21]([CH3:22])[O:20][C:19]2[CH:23]=[CH:24][CH:25]=[CH:26][C:18]=2[N:17]([CH2:27][C:28]2[C:36]3[C:31](=[CH:32][CH:33]=[CH:34][CH:35]=3)[N:30]([C:37]3[CH:45]=[CH:44][C:40]([C:41]([OH:43])=[O:42])=[CH:39][C:38]=3[C:46]#[N:47])[N:29]=2)[C:16]1=[O:48])=[O:13])=[O:9])([CH3:6])([CH3:4])[CH3:5]. The yield is 0.977. (4) No catalyst specified. The product is [CH3:1][N:2]([CH3:32])[C:3]([C:5]1[N:26]([CH:27]2[CH2:31][CH2:30][CH2:29][CH2:28]2)[C:8]2[N:9]=[C:10]([NH:13][C:14]3[CH:19]=[CH:18][C:17]([N:20]4[CH2:21][CH2:22][N:23]([C:39]([N:33]5[CH2:38][CH2:37][O:36][CH2:35][CH2:34]5)=[O:40])[CH2:24][CH2:25]4)=[CH:16][N:15]=3)[N:11]=[CH:12][C:7]=2[CH:6]=1)=[O:4]. The yield is 0.620. The reactants are [CH3:1][N:2]([CH3:32])[C:3]([C:5]1[N:26]([CH:27]2[CH2:31][CH2:30][CH2:29][CH2:28]2)[C:8]2[N:9]=[C:10]([NH:13][C:14]3[CH:19]=[CH:18][C:17]([N:20]4[CH2:25][CH2:24][NH:23][CH2:22][CH2:21]4)=[CH:16][N:15]=3)[N:11]=[CH:12][C:7]=2[CH:6]=1)=[O:4].[N:33]1([C:39](Cl)=[O:40])[CH2:38][CH2:37][O:36][CH2:35][CH2:34]1. (5) The reactants are [CH3:1][O:2][C:3]1[CH:11]=[C:10]2[C:6]([CH2:7][N:8]([CH2:13][C@H:14]3[CH2:19][CH2:18][C@H:17]([C:20]([OH:22])=O)[CH2:16][CH2:15]3)[C:9]2=[O:12])=[CH:5][CH:4]=1.Cl.[CH3:24][NH:25][O:26][CH3:27].C1C=CC2N(O)N=NC=2C=1.CCN=C=NCCCN(C)C. The catalyst is C(Cl)Cl. The product is [CH3:27][O:26][N:25]([CH3:24])[C:20]([C@H:17]1[CH2:16][CH2:15][C@H:14]([CH2:13][N:8]2[CH2:7][C:6]3[C:10](=[CH:11][C:3]([O:2][CH3:1])=[CH:4][CH:5]=3)[C:9]2=[O:12])[CH2:19][CH2:18]1)=[O:22]. The yield is 0.950. (6) The product is [C:10]1([CH2:16][O:17][C:18]([C:20]2([NH:26][C:7]([N:3]3[CH2:4][CH2:5][NH:6][C:2]3=[O:1])=[O:8])[CH2:21][CH2:22][CH2:23][CH2:24][CH2:25]2)=[O:19])[CH:11]=[CH:12][CH:13]=[CH:14][CH:15]=1. The reactants are [O:1]=[C:2]1[NH:6][CH2:5][CH2:4][N:3]1[C:7](Cl)=[O:8].[C:10]1([CH2:16][O:17][C:18]([C:20]2([NH2:26])[CH2:25][CH2:24][CH2:23][CH2:22][CH2:21]2)=[O:19])[CH:15]=[CH:14][CH:13]=[CH:12][CH:11]=1.C(N(CC)CC)C. The catalyst is C(Cl)(Cl)Cl. The yield is 0.820. (7) The reactants are [NH2:1][S:2]([C:5]1[CH:10]=[CH:9][C:8]([N:11]2[C:15]([CH2:16][C:17]3[CH:22]=[CH:21][CH:20]=[CH:19][CH:18]=3)=[N:14][C:13](C(O)=O)=[N:12]2)=[C:7]([F:26])[CH:6]=1)(=[O:4])=[O:3]. The catalyst is C1(OC2C=CC=CC=2)C=CC=CC=1. The product is [CH2:16]([C:15]1[N:11]([C:8]2[CH:9]=[CH:10][C:5]([S:2]([NH2:1])(=[O:3])=[O:4])=[CH:6][C:7]=2[F:26])[N:12]=[CH:13][N:14]=1)[C:17]1[CH:22]=[CH:21][CH:20]=[CH:19][CH:18]=1. The yield is 0.110. (8) The reactants are [F:1][C:2]([F:15])([F:14])[S:3]([C:6]1[CH:13]=[CH:12][C:9]([C:10]#[N:11])=[CH:8][CH:7]=1)(=[O:5])=[O:4]. The catalyst is C1COCC1. The product is [F:14][C:2]([F:1])([F:15])[S:3]([C:6]1[CH:7]=[CH:8][C:9]([CH2:10][NH2:11])=[CH:12][CH:13]=1)(=[O:4])=[O:5]. The yield is 0.890. (9) The reactants are [CH2:1]([N:3]([CH2:12][CH3:13])[C:4](=O)[C:5]1[CH:10]=[CH:9][CH:8]=[CH:7][CH:6]=1)[CH3:2].C(Cl)(=O)C(Cl)=O.[Li][AlH][SeH:22]. The catalyst is C(OCC)C. The product is [CH2:1]([N:3]([CH2:12][CH3:13])[C:4](=[Se:22])[C:5]1[CH:10]=[CH:9][CH:8]=[CH:7][CH:6]=1)[CH3:2]. The yield is 0.680. (10) The catalyst is C(O)C.[Ni]. The reactants are [Cl:1][C:2]1[C:7]([CH3:8])=[CH:6][C:5]([NH:9][CH:10]2[CH2:15][CH2:14][N:13]([C@H:16]3[CH2:21][CH2:20][C@H:19]([O:22][CH2:23][CH2:24][CH3:25])[CH2:18][CH2:17]3)[CH2:12][CH2:11]2)=[C:4]([N+:26]([O-])=O)[CH:3]=1.O.NN. The yield is 0.930. The product is [Cl:1][C:2]1[CH:3]=[C:4]([NH2:26])[C:5]([NH:9][CH:10]2[CH2:15][CH2:14][N:13]([C@H:16]3[CH2:21][CH2:20][C@H:19]([O:22][CH2:23][CH2:24][CH3:25])[CH2:18][CH2:17]3)[CH2:12][CH2:11]2)=[CH:6][C:7]=1[CH3:8].